Dataset: Peptide-MHC class II binding affinity with 134,281 pairs from IEDB. Task: Regression. Given a peptide amino acid sequence and an MHC pseudo amino acid sequence, predict their binding affinity value. This is MHC class II binding data. The peptide sequence is KTVSEGAVDIINKWQ. The MHC is HLA-DPA10103-DPB10301 with pseudo-sequence HLA-DPA10103-DPB10301. The binding affinity (normalized) is 0.